This data is from Full USPTO retrosynthesis dataset with 1.9M reactions from patents (1976-2016). The task is: Predict the reactants needed to synthesize the given product. (1) Given the product [F:26][C:27]1[CH:34]=[CH:33][C:30]([CH2:31][NH:32][C:22]([C:10]2[N:11]=[C:12]3[N:18]([CH:19]([CH3:21])[CH3:20])[CH2:17][CH2:16][N:13]3[C:14](=[O:15])[C:9]=2[O:8][CH2:1][C:2]2[CH:7]=[CH:6][CH:5]=[CH:4][CH:3]=2)=[O:23])=[C:29]([S:35](=[O:39])(=[O:40])[N:36]([CH3:38])[CH3:37])[CH:28]=1, predict the reactants needed to synthesize it. The reactants are: [CH2:1]([O:8][C:9]1[C:14](=[O:15])[N:13]2[CH2:16][CH2:17][N:18]([CH:19]([CH3:21])[CH3:20])[C:12]2=[N:11][C:10]=1[C:22](O)=[O:23])[C:2]1[CH:7]=[CH:6][CH:5]=[CH:4][CH:3]=1.Cl.[F:26][C:27]1[CH:34]=[CH:33][C:30]([CH2:31][NH2:32])=[C:29]([S:35](=[O:40])(=[O:39])[N:36]([CH3:38])[CH3:37])[CH:28]=1. (2) Given the product [Br:20][C:19]1[C:12]([NH:11][C:3]2[CH2:7][N:6]([CH2:8][CH3:9])[C:5](=[O:10])[CH:4]=2)=[C:13]([CH:16]=[CH:17][C:18]=1[F:21])[C:14]#[N:15], predict the reactants needed to synthesize it. The reactants are: CO[C:3]1[CH2:7][N:6]([CH2:8][CH3:9])[C:5](=[O:10])[CH:4]=1.[NH2:11][C:12]1[C:19]([Br:20])=[C:18]([F:21])[CH:17]=[CH:16][C:13]=1[C:14]#[N:15].